Dataset: Catalyst prediction with 721,799 reactions and 888 catalyst types from USPTO. Task: Predict which catalyst facilitates the given reaction. (1) Reactant: [C:1]([O:4][C@H:5]1[C@@H:19]([O:20][C:21](=[O:23])[CH3:22])[C@H:18]([O:24][C:25](=[O:27])[CH3:26])[C@@H:17]([CH2:28][O:29][C:30](=[O:32])[CH3:31])[O:16][C@@H:6]1[O:7][C:8]1[CH:13]=[CH:12][C:11](I)=[CH:10][C:9]=1[Cl:15])(=[O:3])[CH3:2].[NH:33]1[C:37]2=[N:38][CH:39]=[C:40]([C:42]#[N:43])[CH:41]=[C:36]2[CH:35]=[CH:34]1.[O-]P([O-])([O-])=O.[K+].[K+].[K+].[C@@H]1(N)CCCC[C@H]1N. Product: [C:1]([O:4][C@H:5]1[C@@H:19]([O:20][C:21](=[O:23])[CH3:22])[C@H:18]([O:24][C:25](=[O:27])[CH3:26])[C@@H:17]([CH2:28][O:29][C:30](=[O:32])[CH3:31])[O:16][C@@H:6]1[O:7][C:8]1[CH:13]=[CH:12][C:11]([N:33]2[C:37]3=[N:38][CH:39]=[C:40]([C:42]#[N:43])[CH:41]=[C:36]3[CH:35]=[CH:34]2)=[CH:10][C:9]=1[Cl:15])(=[O:3])[CH3:2]. The catalyst class is: 205. (2) Product: [Si:25]([O:1][C@@H:2]([CH2:10][O:11][S:12]([CH3:15])(=[O:14])=[O:13])[CH2:3][CH2:4][O:5][S:6]([CH3:9])(=[O:8])=[O:7])([C:21]([CH3:24])([CH3:23])[CH3:22])([C:32]1[CH:33]=[CH:34][CH:35]=[CH:36][CH:37]=1)[C:26]1[CH:31]=[CH:30][CH:29]=[CH:28][CH:27]=1. The catalyst class is: 9. Reactant: [OH:1][C@@H:2]([CH2:10][O:11][S:12]([CH3:15])(=[O:14])=[O:13])[CH2:3][CH2:4][O:5][S:6]([CH3:9])(=[O:8])=[O:7].N1C=CN=C1.[C:21]([Si:25](Cl)([C:32]1[CH:37]=[CH:36][CH:35]=[CH:34][CH:33]=1)[C:26]1[CH:31]=[CH:30][CH:29]=[CH:28][CH:27]=1)([CH3:24])([CH3:23])[CH3:22].O.